From a dataset of Forward reaction prediction with 1.9M reactions from USPTO patents (1976-2016). Predict the product of the given reaction. (1) Given the reactants [ClH:1].Cl.Cl.C1(NC(C2C3C=C(C4C([Cl:25])=CN=C([NH:26][CH2:27][CH2:28][CH2:29][N:30]5[CH2:35][CH2:34][NH:33][CH2:32][CH2:31]5)N=4)SC=3C=CC=2)=O)CC1.[Cl:36][C:37]1[N:42]=[C:41]([C:43]2[S:47][C:46]3[CH:48]=[C:49]([C:52]([N:54]4[CH2:59][CH2:58][O:57][CH2:56][CH2:55]4)=[O:53])[CH:50]=[CH:51][C:45]=3[CH:44]=2)[C:40]([Cl:60])=[CH:39][N:38]=1.C(OC(N1CCN(CCCN)CC1)=O)(C)(C)C, predict the reaction product. The product is: [ClH:25].[ClH:36].[ClH:1].[Cl:60][C:40]1[C:41]([C:43]2[S:47][C:46]3[CH:48]=[C:49]([C:52]([N:54]4[CH2:59][CH2:58][O:57][CH2:56][CH2:55]4)=[O:53])[CH:50]=[CH:51][C:45]=3[CH:44]=2)=[N:42][C:37]([NH:26][CH2:27][CH2:28][CH2:29][N:30]2[CH2:35][CH2:34][NH:33][CH2:32][CH2:31]2)=[N:38][CH:39]=1. (2) The product is: [C:6]([C:7]1[CH:16]=[C:15]2[C:10]([C:11](=[O:21])[N:12]3[CH2:20][CH2:19][NH:18][CH2:17][C:13]3=[N:14]2)=[CH:9][CH:8]=1)#[CH:5]. Given the reactants C[Si]([C:5]#[C:6][C:7]1[CH:16]=[C:15]2[C:10]([C:11](=[O:21])[N:12]3[CH2:20][CH2:19][NH:18][CH2:17][C:13]3=[N:14]2)=[CH:9][CH:8]=1)(C)C.[OH-].[K+], predict the reaction product.